This data is from Reaction yield outcomes from USPTO patents with 853,638 reactions. The task is: Predict the reaction yield, written as a fraction of the theoretical maximum amount of product (1.0 means a 100% yield; for example, 0.34 means a 34% yield). (1) The reactants are CSC.B(F)(F)F.CCOCC.[CH3:13][O:14][C:15](=[O:38])[CH:16]([O:35][CH2:36][CH3:37])[CH2:17][C:18]1[C:26]2[O:25][CH:24]=[CH:23][C:22]=2[C:21]([O:27]CC2C=CC=CC=2)=[CH:20][CH:19]=1. The catalyst is ClCCl. The product is [CH3:13][O:14][C:15](=[O:38])[CH:16]([O:35][CH2:36][CH3:37])[CH2:17][C:18]1[C:26]2[O:25][CH:24]=[CH:23][C:22]=2[C:21]([OH:27])=[CH:20][CH:19]=1. The yield is 0.710. (2) The reactants are I[CH2:2][C:3]1[N:4]=[N:5][N:6]([CH2:8][CH2:9][N:10]2[C:18](=[O:19])[C:17]3[C:12](=[CH:13][CH:14]=[CH:15][CH:16]=3)[C:11]2=[O:20])[CH:7]=1. The catalyst is [Pd].C(O)C. The product is [CH3:2][C:3]1[N:4]=[N:5][N:6]([CH2:8][CH2:9][N:10]2[C:11](=[O:20])[C:12]3[C:17](=[CH:16][CH:15]=[CH:14][CH:13]=3)[C:18]2=[O:19])[CH:7]=1. The yield is 0.740.